From a dataset of Full USPTO retrosynthesis dataset with 1.9M reactions from patents (1976-2016). Predict the reactants needed to synthesize the given product. (1) Given the product [C:23]([NH:27][CH2:17][C:9]1[CH:10]=[C:11]([N+:14]([O-:16])=[O:15])[CH:12]=[CH:13][C:8]=1[N:5]1[CH2:6][CH2:7][N:2]([CH3:1])[CH2:3][CH2:4]1)([CH3:26])([CH3:25])[CH3:24], predict the reactants needed to synthesize it. The reactants are: [CH3:1][N:2]1[CH2:7][CH2:6][N:5]([C:8]2[CH:13]=[CH:12][C:11]([N+:14]([O-:16])=[O:15])=[CH:10][C:9]=2[CH2:17]O)[CH2:4][CH2:3]1.S(Cl)(Cl)=O.[C:23]([NH2:27])([CH3:26])([CH3:25])[CH3:24]. (2) Given the product [Br:13][C:9]1[NH:10][C:3]2[C:2](=[O:1])[NH:7][CH:6]=[N:5][C:4]=2[C:8]=1[C:11]#[N:12], predict the reactants needed to synthesize it. The reactants are: [O:1]=[C:2]1[NH:7][CH:6]=[N:5][C:4]2[C:8]([C:11]#[N:12])=[CH:9][NH:10][C:3]1=2.[Br:13]N1C(=O)CCC1=O.O. (3) Given the product [I:1][C:2]1[CH:3]=[C:4]2[C:9](=[CH:10][CH:11]=1)[N:8]=[C:7]([C:12]1[CH:17]=[N:16][CH:15]=[CH:14][N:13]=1)[N:6]=[C:5]2[NH:26][CH3:30], predict the reactants needed to synthesize it. The reactants are: [I:1][C:2]1[CH:3]=[C:4]2[C:9](=[CH:10][CH:11]=1)[N:8]=[C:7]([C:12]1[CH:17]=[N:16][CH:15]=[CH:14][N:13]=1)[NH:6][C:5]2=O.F[P-](F)(F)(F)(F)F.[N:26]1(O[P+](N(C)C)(N(C)C)N(C)C)[C:30]2C=CC=CC=2N=N1.N12CCCN=C1CCCCC2.CN.C1COCC1. (4) Given the product [CH2:1]([O:5][C:6]([N:8]1[CH2:13][CH2:12][N:11]([C:14](=[O:44])[C@@H:15]([NH:25][C:26]([C:28]2[CH:32]=[C:31]([O:33][CH2:34][C:35]([N:75]3[CH2:76][CH2:77][CH2:78][C@H:74]3[C:73]([O:72][CH2:65][C:66]3[CH:67]=[CH:68][CH:69]=[CH:70][CH:71]=3)=[O:79])=[O:36])[N:30]([C:38]3[CH:43]=[CH:42][CH:41]=[CH:40][CH:39]=3)[N:29]=2)=[O:27])[CH2:16][CH2:17][C:18]([O:20][C:21]([CH3:23])([CH3:24])[CH3:22])=[O:19])[CH2:10][CH2:9]1)=[O:7])[CH2:2][CH2:3][CH3:4], predict the reactants needed to synthesize it. The reactants are: [CH2:1]([O:5][C:6]([N:8]1[CH2:13][CH2:12][N:11]([C:14](=[O:44])[C@@H:15]([NH:25][C:26]([C:28]2[CH:32]=[C:31]([O:33][CH2:34][C:35](O)=[O:36])[N:30]([C:38]3[CH:43]=[CH:42][CH:41]=[CH:40][CH:39]=3)[N:29]=2)=[O:27])[CH2:16][CH2:17][C:18]([O:20][C:21]([CH3:24])([CH3:23])[CH3:22])=[O:19])[CH2:10][CH2:9]1)=[O:7])[CH2:2][CH2:3][CH3:4].C1C=CC2N(O)N=NC=2C=1.CCN(C(C)C)C(C)C.Cl.[CH2:65]([O:72][C:73](=[O:79])[C@@H:74]1[CH2:78][CH2:77][CH2:76][NH:75]1)[C:66]1[CH:71]=[CH:70][CH:69]=[CH:68][CH:67]=1. (5) The reactants are: [CH3:1][O:2][CH:3]([O:16][CH3:17])[CH2:4][CH:5]([C:7]1[C:15]2[C:10](=[CH:11][CH:12]=[CH:13][CH:14]=2)[NH:9][CH:8]=1)[CH3:6].[OH-].[K+].S(OC)(O[CH3:24])(=O)=O. Given the product [CH3:1][O:2][CH:3]([O:16][CH3:17])[CH2:4][CH:5]([C:7]1[C:15]2[C:10](=[CH:11][CH:12]=[CH:13][CH:14]=2)[N:9]([CH3:24])[CH:8]=1)[CH3:6], predict the reactants needed to synthesize it.